Dataset: Reaction yield outcomes from USPTO patents with 853,638 reactions. Task: Predict the reaction yield, written as a fraction of the theoretical maximum amount of product (1.0 means a 100% yield; for example, 0.34 means a 34% yield). The reactants are [F:1][C:2]1[CH:3]=[C:4]([C:13]2[CH:18]=[CH:17][CH:16]=[CH:15][C:14]=2[C:19]([F:22])([F:21])[F:20])[C:5]2[O:9][CH:8]([CH2:10][NH2:11])[CH2:7][C:6]=2[CH:12]=1.C(N(C(C)C)CC)(C)C.Cl[C:33]([O:35][CH2:36][C:37]1[CH:42]=[CH:41][CH:40]=[CH:39][CH:38]=1)=[O:34]. No catalyst specified. The product is [F:1][C:2]1[CH:3]=[C:4]([C:13]2[CH:18]=[CH:17][CH:16]=[CH:15][C:14]=2[C:19]([F:22])([F:20])[F:21])[C:5]2[O:9][CH:8]([CH2:10][NH:11][C:33](=[O:34])[O:35][CH2:36][C:37]3[CH:42]=[CH:41][CH:40]=[CH:39][CH:38]=3)[CH2:7][C:6]=2[CH:12]=1. The yield is 0.850.